Dataset: Catalyst prediction with 721,799 reactions and 888 catalyst types from USPTO. Task: Predict which catalyst facilitates the given reaction. Reactant: [H-].[Na+].[Cl:3][C:4]1[N:5]=[C:6]([Cl:13])[C:7]2[CH:12]=[CH:11][NH:10][C:8]=2[N:9]=1.[CH3:14][Si:15]([CH3:22])([CH3:21])[CH2:16][CH2:17][O:18][CH2:19]Cl.O. Product: [Cl:3][C:4]1[N:5]=[C:6]([Cl:13])[C:7]2[CH:12]=[CH:11][N:10]([CH2:19][O:18][CH2:17][CH2:16][Si:15]([CH3:22])([CH3:21])[CH3:14])[C:8]=2[N:9]=1. The catalyst class is: 3.